Dataset: Retrosynthesis with 50K atom-mapped reactions and 10 reaction types from USPTO. Task: Predict the reactants needed to synthesize the given product. (1) Given the product COc1cc(-c2cc(CN3CCC(Nc4ccccc4)CC3)ccn2)cc(OC)c1Cl, predict the reactants needed to synthesize it. The reactants are: COc1cc(-c2cc(CN3CCC(=O)CC3)ccn2)cc(OC)c1Cl.Nc1ccccc1. (2) Given the product COc1cc(N2CCN(C(=O)Cn3c(=O)oc4cc(OCC(=O)O)ccc43)CC2)ccc1Cl, predict the reactants needed to synthesize it. The reactants are: CCOC(=O)COc1ccc2c(c1)oc(=O)n2CC(=O)N1CCN(c2ccc(Cl)c(OC)c2)CC1. (3) Given the product O=C(O)[C@@H]1CNCCN1C(=O)C(c1ccccc1)c1ccccc1, predict the reactants needed to synthesize it. The reactants are: O=C(O)[C@@H]1CN(C(=O)OCc2ccccc2)CCN1C(=O)C(c1ccccc1)c1ccccc1. (4) Given the product CCOC(=O)C(Cc1c[nH]c2ccccc12)N[C@@H](C)C(=O)N1C2CCCCC2C[C@H]1C(=O)O, predict the reactants needed to synthesize it. The reactants are: CCOC(=O)C(=O)Cc1c[nH]c2ccccc12.C[C@H](N)C(=O)N1C2CCCCC2C[C@H]1C(=O)O. (5) Given the product CC(C)(C)OC(=O)N1CCC[C@@H]1CCc1ccccc1, predict the reactants needed to synthesize it. The reactants are: CC(C)(C)OC(=O)N1CCC[C@H]1C=Cc1ccccc1. (6) Given the product CCOC(=O)c1c(N2CCCC2)nn2c(-c3ccc(C(F)(F)F)cc3)c(-c3ccccc3Cl)cnc12, predict the reactants needed to synthesize it. The reactants are: CCOC(=O)c1c(N)nn2c(-c3ccc(C(F)(F)F)cc3)c(-c3ccccc3Cl)cnc12.ClCCCCCl.